This data is from Forward reaction prediction with 1.9M reactions from USPTO patents (1976-2016). The task is: Predict the product of the given reaction. (1) Given the reactants [O:1]1[C:10]2[CH:9]=[C:8]([CH2:11][N:12]([C:30]([O:32][C:33]([CH3:36])([CH3:35])[CH3:34])=[O:31])[C@H:13]3[CH2:18][CH2:17][N:16](C(OCC4C=CC=CC=4)=O)[CH2:15][C@H:14]3[OH:29])[N:7]=[CH:6][C:5]=2[O:4][CH2:3][CH2:2]1, predict the reaction product. The product is: [O:1]1[C:10]2[CH:9]=[C:8]([CH2:11][N:12]([C@H:13]3[CH2:18][CH2:17][NH:16][CH2:15][C@H:14]3[OH:29])[C:30](=[O:31])[O:32][C:33]([CH3:34])([CH3:35])[CH3:36])[N:7]=[CH:6][C:5]=2[O:4][CH2:3][CH2:2]1. (2) The product is: [Cl:1][C:2]1[N:7]=[C:6]([N:9]2[CH2:15][CH2:14][CH2:13][CH2:12][CH2:11][CH2:10]2)[CH:5]=[CH:4][N:3]=1. Given the reactants [Cl:1][C:2]1[N:7]=[C:6](Cl)[CH:5]=[CH:4][N:3]=1.[NH:9]1[CH2:15][CH2:14][CH2:13][CH2:12][CH2:11][CH2:10]1.O, predict the reaction product. (3) Given the reactants [Na].CO.C([O:7][CH2:8][CH2:9][CH:10]([C:28]([F:31])([F:30])[F:29])[CH2:11][CH:12]([C:24]([F:27])([F:26])[F:25])[CH2:13][C:14]([F:23])([C:19]([F:22])([F:21])[F:20])[C:15]([F:18])([F:17])[F:16])(=O)C.Cl, predict the reaction product. The product is: [F:23][C:14]([C:19]([F:20])([F:21])[F:22])([C:15]([F:16])([F:17])[F:18])[CH2:13][CH:12]([C:24]([F:25])([F:27])[F:26])[CH2:11][CH:10]([C:28]([F:31])([F:30])[F:29])[CH2:9][CH2:8][OH:7]. (4) Given the reactants [CH3:1][C@@H:2]1[CH2:6][CH2:5][CH2:4][N:3]1[CH2:7][CH2:8][C:9]1[CH:14]=[CH:13][C:12]([C:15]2[CH:20]=[CH:19][C:18]([CH2:21][CH2:22][C:23]([OH:25])=[O:24])=[CH:17][CH:16]=2)=[CH:11][CH:10]=1.Cl.[CH3:27]O, predict the reaction product. The product is: [CH3:1][C@@H:2]1[CH2:6][CH2:5][CH2:4][N:3]1[CH2:7][CH2:8][C:9]1[CH:14]=[CH:13][C:12]([C:15]2[CH:16]=[CH:17][C:18]([CH2:21][CH2:22][C:23]([O:25][CH3:27])=[O:24])=[CH:19][CH:20]=2)=[CH:11][CH:10]=1. (5) Given the reactants [C:1]1([C:7]2[C:8]3[C:13]([CH:14]=[C:15]4[C:20]=2[CH:19]=[CH:18][CH:17]=[CH:16]4)=[CH:12][CH:11]=[CH:10][CH:9]=3)[CH:6]=[CH:5][CH:4]=[CH:3][CH:2]=1.C(O)(=O)C.[I:25]N1C(C)(C)C(=O)N(I)C1=O.O, predict the reaction product. The product is: [I:25][C:14]1[C:15]2[C:20]([C:7]([C:1]3[CH:2]=[CH:3][CH:4]=[CH:5][CH:6]=3)=[C:8]3[C:13]=1[CH:12]=[CH:11][CH:10]=[CH:9]3)=[CH:19][CH:18]=[CH:17][CH:16]=2. (6) Given the reactants Br[CH2:2][C:3]1[CH:4]=[CH:5][C:6]([F:13])=[C:7]([CH:12]=1)[C:8]([O:10][CH3:11])=[O:9].[N-:14]=[N+:15]=[N-:16].[Na+], predict the reaction product. The product is: [N:14]([CH2:2][C:3]1[CH:4]=[CH:5][C:6]([F:13])=[C:7]([CH:12]=1)[C:8]([O:10][CH3:11])=[O:9])=[N+:15]=[N-:16]. (7) Given the reactants I[C:2]1[CH:7]=[CH:6][C:5]([CH2:8][CH2:9][C:10]([O:12][CH3:13])=[O:11])=[CH:4][CH:3]=1.[C:14]([C:16]1[CH:17]=[C:18]([OH:22])[CH:19]=[CH:20][CH:21]=1)#[CH:15], predict the reaction product. The product is: [OH:22][C:18]1[CH:17]=[C:16]([C:14]#[C:15][C:2]2[CH:7]=[CH:6][C:5]([CH2:8][CH2:9][C:10]([O:12][CH3:13])=[O:11])=[CH:4][CH:3]=2)[CH:21]=[CH:20][CH:19]=1. (8) Given the reactants [F:1][C:2]1[C:3]([N:8]2[C:12]([CH2:13][C:14]3[N:19]=[CH:18][N:17]4[N:20]=[C:21]([CH2:23][OH:24])[N:22]=[C:16]4[C:15]=3[CH2:25][CH2:26][CH3:27])=[CH:11][CH:10]=[N:9]2)=[N:4][CH:5]=[CH:6][CH:7]=1.CC(OI1(OC(C)=O)(OC(C)=O)OC(=O)C2C=CC=CC1=2)=O.O, predict the reaction product. The product is: [F:1][C:2]1[C:3]([N:8]2[C:12]([CH2:13][C:14]3[N:19]=[CH:18][N:17]4[N:20]=[C:21]([CH:23]=[O:24])[N:22]=[C:16]4[C:15]=3[CH2:25][CH2:26][CH3:27])=[CH:11][CH:10]=[N:9]2)=[N:4][CH:5]=[CH:6][CH:7]=1. (9) Given the reactants C(B1O[C:9]([CH3:11])([CH3:10])[C:6]([CH3:8])([CH3:7])O1)(C)=C.C([O:15][C:16]([C:18]1[CH:19]=[N:20][N:21]([C:24]2[CH:29]=CC(Br)=C[N:25]=2)[C:22]=1[CH3:23])=[O:17])C.C1(P(C2CCCCC2)C2C=CC=CC=2C2C(OC)=CC=CC=2OC)CCCCC1.P([O-])([O-])([O-])=O.[K+].[K+].[K+], predict the reaction product. The product is: [CH:9]([C:6]1[CH:7]=[CH:29][C:24]([N:21]2[C:22]([CH3:23])=[C:18]([C:16]([OH:17])=[O:15])[CH:19]=[N:20]2)=[N:25][CH:8]=1)([CH3:10])[CH3:11]. (10) Given the reactants [NH2:1][C:2]1[N:10]=[CH:9][N:8]=[C:7]2[C:3]=1[N:4]=[CH:5][N:6]2[C@H:11]1[C@@H:15]2[O:16][C:17]([CH3:20])([CH3:19])[O:18][C@@H:14]2[C@@H:13]([CH2:21][NH:22][CH2:23][CH2:24][CH2:25][NH:26][C:27]([NH:29][C:30]2[CH:35]=[CH:34][C:33]([C:36]([CH3:39])([CH3:38])[CH3:37])=[CH:32][CH:31]=2)=[O:28])[O:12]1.I[CH2:41][CH2:42][OH:43].C([O-])([O-])=O.[K+].[K+], predict the reaction product. The product is: [NH2:1][C:2]1[N:10]=[CH:9][N:8]=[C:7]2[C:3]=1[N:4]=[CH:5][N:6]2[C@H:11]1[C@@H:15]2[O:16][C:17]([CH3:19])([CH3:20])[O:18][C@@H:14]2[C@@H:13]([CH2:21][N:22]([CH2:41][CH2:42][OH:43])[CH2:23][CH2:24][CH2:25][NH:26][C:27]([NH:29][C:30]2[CH:35]=[CH:34][C:33]([C:36]([CH3:39])([CH3:38])[CH3:37])=[CH:32][CH:31]=2)=[O:28])[O:12]1.